Dataset: Forward reaction prediction with 1.9M reactions from USPTO patents (1976-2016). Task: Predict the product of the given reaction. Given the reactants [C:1]1(P(C2C=CC=CC=2)C2C=CC=CC=2)C=CC=CC=1.Br[CH2:21][C:22]1[CH:23]=[C:24]([Cl:29])[C:25]([Cl:28])=[N:26][CH:27]=1, predict the reaction product. The product is: [Cl:28][C:25]1[C:24]([Cl:29])=[CH:23][C:22]([CH:21]=[CH2:1])=[CH:27][N:26]=1.